This data is from Catalyst prediction with 721,799 reactions and 888 catalyst types from USPTO. The task is: Predict which catalyst facilitates the given reaction. Reactant: [Cl:1][C:2]1[C:15]([Cl:16])=[CH:14][C:5]2[NH:6][C:7]([CH2:9][C:10]([F:13])([F:12])[F:11])=[N:8][C:4]=2[CH:3]=1.C(=O)([O-])[O-].[K+].[K+].[F:23][C:24]([F:34])([F:33])[C:25]1[CH:26]=[C:27]([CH:30]=[CH:31][CH:32]=1)[CH2:28]Br. Product: [Cl:16][C:15]1[C:2]([Cl:1])=[CH:3][C:4]2[N:8]([CH2:28][C:27]3[CH:30]=[CH:31][CH:32]=[C:25]([C:24]([F:23])([F:33])[F:34])[CH:26]=3)[C:7]([CH2:9][C:10]([F:12])([F:13])[F:11])=[N:6][C:5]=2[CH:14]=1. The catalyst class is: 3.